Dataset: Reaction yield outcomes from USPTO patents with 853,638 reactions. Task: Predict the reaction yield, written as a fraction of the theoretical maximum amount of product (1.0 means a 100% yield; for example, 0.34 means a 34% yield). (1) The reactants are [CH:1]1([O:6][C:7]2[CH:15]=[CH:14][C:13]([S:16]([CH3:19])(=[O:18])=[O:17])=[CH:12][C:8]=2[C:9]([OH:11])=O)[CH2:5][CH2:4][CH2:3][CH2:2]1.Cl.[CH2:21]([S:23]([C:26]1[S:30][C:29]([N:31]2[CH2:36][CH2:35][NH:34][CH2:33][CH2:32]2)=[N:28][CH:27]=1)(=[O:25])=[O:24])[CH3:22]. No catalyst specified. The product is [CH:1]1([O:6][C:7]2[CH:15]=[CH:14][C:13]([S:16]([CH3:19])(=[O:18])=[O:17])=[CH:12][C:8]=2[C:9]([N:34]2[CH2:35][CH2:36][N:31]([C:29]3[S:30][C:26]([S:23]([CH2:21][CH3:22])(=[O:25])=[O:24])=[CH:27][N:28]=3)[CH2:32][CH2:33]2)=[O:11])[CH2:2][CH2:3][CH2:4][CH2:5]1. The yield is 0.770. (2) The reactants are [F:1][C:2]1[CH:3]=[C:4]2[C:8](=[CH:9][CH:10]=1)[N:7]([CH3:11])[CH:6]=[C:5]2[CH2:12][NH:13][CH3:14].CNCC1C2C=CC=CC=2N2CCCC=12.[NH2:30][C:31]1[N:36]=[CH:35][C:34](/[CH:37]=[CH:38]/[C:39]([OH:41])=O)=[CH:33][CH:32]=1.Cl.O=C1NC2N=CC(/C=C/C(O)=O)=CC=2CC1. No catalyst specified. The product is [NH2:30][C:31]1[N:36]=[CH:35][C:34](/[CH:37]=[CH:38]/[C:39]([N:13]([CH2:12][C:5]2[C:4]3[C:8](=[CH:9][CH:10]=[C:2]([F:1])[CH:3]=3)[N:7]([CH3:11])[CH:6]=2)[CH3:14])=[O:41])=[CH:33][CH:32]=1. The yield is 0.410. (3) The reactants are Cl.[O:2]1[CH2:7][CH2:6][CH:5]([C:8](=[NH:12])OCC)[CH2:4][CH2:3]1.CO[CH:15](OC)[CH2:16][NH2:17]. The catalyst is CO. The product is [O:2]1[CH2:3][CH2:4][CH:5]([C:8]2[NH:12][CH:15]=[CH:16][N:17]=2)[CH2:6][CH2:7]1. The yield is 0.550. (4) The reactants are C[O:2][CH:3](OC)[CH2:4][CH2:5][N:6]1[CH:11]=[C:10]([C:12]2[CH:17]=[CH:16][CH:15]=[C:14]([F:18])[N:13]=2)[C:9](=[O:19])[NH:8][C:7]1=[O:20]. The catalyst is C1COCC1. The product is [F:18][C:14]1[N:13]=[C:12]([C:10]2[C:9](=[O:19])[NH:8][C:7](=[O:20])[N:6]([CH2:5][CH2:4][CH:3]=[O:2])[CH:11]=2)[CH:17]=[CH:16][CH:15]=1. The yield is 1.00. (5) The reactants are [N+](=[CH2:3])=[N-].[Cl:4][C:5]1[CH:10]=[CH:9][C:8]([C:11]2[N:16]=[C:15]([Cl:17])[C:14]([Cl:18])=[C:13]([C:19]([OH:21])=[O:20])[N:12]=2)=[C:7]([F:22])[C:6]=1[O:23][CH3:24]. The catalyst is CO. The product is [Cl:4][C:5]1[CH:10]=[CH:9][C:8]([C:11]2[N:16]=[C:15]([Cl:17])[C:14]([Cl:18])=[C:13]([C:19]([O:21][CH3:3])=[O:20])[N:12]=2)=[C:7]([F:22])[C:6]=1[O:23][CH3:24]. The yield is 0.730. (6) The reactants are C([N:8]1[CH2:12][CH2:11][C:10]([C:15]2[CH:20]=[CH:19][C:18]([F:21])=[C:17]([Cl:22])[CH:16]=2)([O:13][CH3:14])[CH2:9]1)C1C=CC=CC=1.ClC(OC(Cl)C)=O. The catalyst is ClCCCl. The product is [Cl:22][C:17]1[CH:16]=[C:15]([C:10]2([O:13][CH3:14])[CH2:11][CH2:12][NH:8][CH2:9]2)[CH:20]=[CH:19][C:18]=1[F:21]. The yield is 0.510.